From a dataset of Tyrosyl-DNA phosphodiesterase HTS with 341,365 compounds. Binary Classification. Given a drug SMILES string, predict its activity (active/inactive) in a high-throughput screening assay against a specified biological target. The drug is S(CC(=O)N1C(Cc2c1cccc2)C)c1nc2[nH]c3c(c2nn1)cccc3. The result is 0 (inactive).